Dataset: Forward reaction prediction with 1.9M reactions from USPTO patents (1976-2016). Task: Predict the product of the given reaction. (1) Given the reactants [CH3:1][O:2][C:3]1[CH:23]=[CH:22][C:21]([O:24][CH3:25])=[CH:20][C:4]=1[CH2:5][CH:6]1[C:15]2[C:10](=[C:11]([O:18][CH3:19])[CH:12]=[CH:13][C:14]=2[O:16][CH3:17])[CH2:9][CH2:8][NH:7]1.Br[CH2:27][C:28](Br)=[O:29].[NH2:31][CH:32]1[CH2:40][C:39]2[C:34](=[CH:35][CH:36]=[CH:37][CH:38]=2)[CH2:33]1, predict the reaction product. The product is: [CH3:1][O:2][C:3]1[CH:23]=[CH:22][C:21]([O:24][CH3:25])=[CH:20][C:4]=1[CH2:5][CH:6]1[C:15]2[C:10](=[C:11]([O:18][CH3:19])[CH:12]=[CH:13][C:14]=2[O:16][CH3:17])[CH2:9][CH2:8][N:7]1[CH2:27][C:28]([NH:31][CH:32]1[CH2:40][C:39]2[C:34](=[CH:35][CH:36]=[CH:37][CH:38]=2)[CH2:33]1)=[O:29]. (2) The product is: [I:11][C:3]1[CH:4]=[CH:5][CH:6]=[C:1]([CH3:10])[C:2]=1[C:7]([OH:9])=[O:8]. Given the reactants [C:1]1([CH3:10])[C:2]([C:7]([OH:9])=[O:8])=[CH:3][CH:4]=[CH:5][CH:6]=1.[I:11]N1C(=O)CCC1=O, predict the reaction product. (3) Given the reactants [Br:1][C:2]1[CH:3]=[N:4][N:5]([CH2:10][C:11]([O:13]CC)=[O:12])[C:6](=[O:9])[C:7]=1[Br:8].[OH-].[Na+].C(OCC)(=O)C, predict the reaction product. The product is: [Br:1][C:2]1[CH:3]=[N:4][N:5]([CH2:10][C:11]([OH:13])=[O:12])[C:6](=[O:9])[C:7]=1[Br:8].